From a dataset of Reaction yield outcomes from USPTO patents with 853,638 reactions. Predict the reaction yield, written as a fraction of the theoretical maximum amount of product (1.0 means a 100% yield; for example, 0.34 means a 34% yield). (1) The reactants are [Br:1][C:2]1[CH:12]=[C:11](/[CH:13]=[CH:14]\[CH:15]([C:20]2[CH:25]=[C:24]([Cl:26])[C:23]([Cl:27])=[C:22]([Cl:28])[CH:21]=2)[C:16]([F:19])([F:18])[F:17])[CH:10]=[CH:9][C:3]=1[C:4]([O:6]CC)=[O:5].I[Si](C)(C)C. The catalyst is CC#N. The product is [Br:1][C:2]1[CH:12]=[C:11](/[CH:13]=[CH:14]\[CH:15]([C:20]2[CH:21]=[C:22]([Cl:28])[C:23]([Cl:27])=[C:24]([Cl:26])[CH:25]=2)[C:16]([F:19])([F:18])[F:17])[CH:10]=[CH:9][C:3]=1[C:4]([OH:6])=[O:5]. The yield is 0.420. (2) The reactants are [CH2:1](O)[CH2:2][CH3:3].[NH2:5][CH:6]([C:11]1[CH:16]=[CH:15][CH:14]=[CH:13][CH:12]=1)[CH2:7][C:8]([OH:10])=[O:9].S(=O)(=O)(O)O. No catalyst specified. The product is [NH2:5][CH:6]([C:11]1[CH:16]=[CH:15][CH:14]=[CH:13][CH:12]=1)[CH2:7][C:8]([O:10][CH2:1][CH2:2][CH3:3])=[O:9]. The yield is 0.861. (3) The reactants are [Br:1][C:2]1[CH:3]=[C:4](I)[C:5]([NH:8][C:9](=[O:11])[CH3:10])=[N:6][CH:7]=1.C(N(CC)CC)C.[CH3:20][Si:21]([C:24]#[CH:25])([CH3:23])[CH3:22]. The catalyst is ClCCl.Cl[Pd-2](Cl)(P(C1C=CC=CC=1)(C1C=CC=CC=1)C1C=CC=CC=1)P(C1C=CC=CC=1)(C1C=CC=CC=1)C1C=CC=CC=1.[Cu]I. The product is [Br:1][C:2]1[CH:3]=[C:4]([C:25]#[C:24][Si:21]([CH3:23])([CH3:22])[CH3:20])[C:5]([NH:8][C:9](=[O:11])[CH3:10])=[N:6][CH:7]=1. The yield is 0.810. (4) The reactants are [N+:1]([C:4]1[CH:5]=[C:6]2[C:11](=[CH:12][CH:13]=1)[O:10][CH:9]=[CH:8][C:7]2=[O:14])([O-])=O. The catalyst is CO.C(OCC)(=O)C.[Pd]. The product is [NH2:1][C:4]1[CH:5]=[C:6]2[C:11](=[CH:12][CH:13]=1)[O:10][CH:9]=[CH:8][C:7]2=[O:14]. The yield is 0.940.